From a dataset of Full USPTO retrosynthesis dataset with 1.9M reactions from patents (1976-2016). Predict the reactants needed to synthesize the given product. Given the product [ClH:1].[OH:84][CH:85]([CH2:100][O:101][C:102]1[CH:107]=[CH:106][C:105]([O:108][CH3:109])=[C:104]([O:2][CH3:3])[CH:103]=1)[CH2:86][NH:87][C:88]([CH3:99])([CH3:98])[CH2:89][C:90]1[CH:91]=[CH:92][C:93]([O:96][CH3:97])=[CH:94][CH:95]=1, predict the reactants needed to synthesize it. The reactants are: [ClH:1].[O:2](CCCNC(C)(C)CC1C=CC(OC)=CC=1)[C:3]1C=CC=CC=1.Cl.O[C@H](COC1C=CC(C(C)(C)C)=CC=1)CNC(C)(C)CC1C=CC(OC)=CC=1.Cl.OC(COC1C2C(=CC=CC=2)C=CC=1)CNC(C)(C)CC1C=CC(OC)=CC=1.Cl.[OH:84][CH:85]([CH2:100][O:101][C:102]1[CH:107]=[CH:106][C:105]([O:108][CH3:109])=[CH:104][CH:103]=1)[CH2:86][NH:87][C:88]([CH3:99])([CH3:98])[CH2:89][C:90]1[CH:95]=[CH:94][C:93]([O:96][CH3:97])=[CH:92][CH:91]=1.